From a dataset of Full USPTO retrosynthesis dataset with 1.9M reactions from patents (1976-2016). Predict the reactants needed to synthesize the given product. (1) Given the product [Br:1][C:2]1[CH:3]=[CH:4][C:5]([O:21][CH3:22])=[C:6]([S:8]([NH:11][C:12]2[CH:13]=[N:14][CH:15]=[C:16]([CH:20]=2)[C:17]([NH:38][CH:32]2[CH2:37][CH2:36][CH2:35][CH2:34][CH2:33]2)=[O:19])(=[O:9])=[O:10])[CH:7]=1, predict the reactants needed to synthesize it. The reactants are: [Br:1][C:2]1[CH:3]=[CH:4][C:5]([O:21][CH3:22])=[C:6]([S:8]([NH:11][C:12]2[CH:13]=[N:14][CH:15]=[C:16]([CH:20]=2)[C:17]([OH:19])=O)(=[O:10])=[O:9])[CH:7]=1.CCN(C(C)C)C(C)C.[CH:32]1([NH2:38])[CH2:37][CH2:36][CH2:35][CH2:34][CH2:33]1.CN(C(ON1N=NC2C=CC=NC1=2)=[N+](C)C)C.F[P-](F)(F)(F)(F)F. (2) Given the product [NH:20]1[C:28]2=[N:27][CH:26]=[CH:25][CH:24]=[C:23]2[C:22]([CH:29]=[C:6]2[O:5][C:4]([NH:7][C:8]3[CH:13]=[CH:12][CH:11]=[CH:10][C:9]=3[CH3:14])=[C:3]([C:15]([O:17][CH2:18][CH3:19])=[O:16])[C:2]2=[O:1])=[CH:21]1, predict the reactants needed to synthesize it. The reactants are: [O:1]=[C:2]1[CH2:6][O:5][C:4]([NH:7][C:8]2[CH:13]=[CH:12][CH:11]=[CH:10][C:9]=2[CH3:14])=[C:3]1[C:15]([O:17][CH2:18][CH3:19])=[O:16].[NH:20]1[C:28]2[C:23](=[CH:24][CH:25]=[CH:26][N:27]=2)[C:22]([CH:29]=O)=[CH:21]1.N1CCCCC1.